This data is from Peptide-MHC class I binding affinity with 185,985 pairs from IEDB/IMGT. The task is: Regression. Given a peptide amino acid sequence and an MHC pseudo amino acid sequence, predict their binding affinity value. This is MHC class I binding data. (1) The peptide sequence is SRKKGFLGL. The MHC is HLA-A03:01 with pseudo-sequence HLA-A03:01. The binding affinity (normalized) is 0.0847. (2) The peptide sequence is HERGRPLLF. The MHC is HLA-B44:03 with pseudo-sequence HLA-B44:03. The binding affinity (normalized) is 0.361. (3) The peptide sequence is QELYSPLFLI. The MHC is Patr-B2401 with pseudo-sequence Patr-B2401. The binding affinity (normalized) is 0.484. (4) The peptide sequence is LHRFRTGEHL. The MHC is H-2-Kb with pseudo-sequence H-2-Kb. The binding affinity (normalized) is 0.00789.